This data is from Forward reaction prediction with 1.9M reactions from USPTO patents (1976-2016). The task is: Predict the product of the given reaction. (1) Given the reactants [OH-].[K+].[O:3]1[CH2:8][CH2:7][CH:6]([CH2:9][S:10]C(=O)C)[CH2:5][CH2:4]1.Br[C:15]([CH3:22])([CH3:21])[C:16]([O:18][CH2:19][CH3:20])=[O:17], predict the reaction product. The product is: [CH2:19]([O:18][C:16](=[O:17])[C:15]([CH3:22])([S:10][CH2:9][CH:6]1[CH2:7][CH2:8][O:3][CH2:4][CH2:5]1)[CH3:21])[CH3:20]. (2) Given the reactants Cl[C:2]1[N:7]=[C:6]([CH2:8][C:9]2[C:14]([Cl:15])=[CH:13][CH:12]=[CH:11][C:10]=2[Cl:16])[N:5]=[C:4]([NH:17][C:18]2[CH:25]=[CH:24][C:21]([C:22]#[N:23])=[CH:20][CH:19]=2)[N:3]=1.[N-:26]=[N+:27]=[N-:28].[Na+], predict the reaction product. The product is: [N:26]([C:2]1[N:7]=[C:6]([CH2:8][C:9]2[C:14]([Cl:15])=[CH:13][CH:12]=[CH:11][C:10]=2[Cl:16])[N:5]=[C:4]([NH:17][C:18]2[CH:19]=[CH:20][C:21]([C:22]#[N:23])=[CH:24][CH:25]=2)[N:3]=1)=[N+:27]=[N-:28]. (3) The product is: [N:28]1([C:33]2[N:38]=[CH:37][C:36]3[CH:39]([C:42]([N:18]4[CH2:17][CH2:16][N:14]5[CH2:15][C@@H:10]([C:5]6[CH:6]=[CH:7][C:8]([F:9])=[C:3]([C:1]#[N:2])[C:4]=6[CH3:27])[N:11]([C:20]([O:22][C:23]([CH3:24])([CH3:26])[CH3:25])=[O:21])[CH2:12][C@@H:13]5[CH2:19]4)=[O:43])[CH2:40][CH2:41][C:35]=3[CH:34]=2)[CH:32]=[N:31][N:30]=[N:29]1. Given the reactants [C:1]([C:3]1[C:4]([CH3:27])=[C:5]([C@@H:10]2[CH2:15][N:14]3[CH2:16][CH2:17][NH:18][CH2:19][C@H:13]3[CH2:12][N:11]2[C:20]([O:22][C:23]([CH3:26])([CH3:25])[CH3:24])=[O:21])[CH:6]=[CH:7][C:8]=1[F:9])#[N:2].[N:28]1([C:33]2[N:38]=[CH:37][C:36]3[CH:39]([C:42](O)=[O:43])[CH2:40][CH2:41][C:35]=3[CH:34]=2)[CH:32]=[N:31][N:30]=[N:29]1.CN(C(ON1N=NC2C=CC=NC1=2)=[N+](C)C)C.F[P-](F)(F)(F)(F)F.C(N(C(C)C)CC)(C)C, predict the reaction product. (4) The product is: [ClH:1].[N:18]1[CH:23]=[CH:22][C:21]([N:24]2[CH2:25][CH2:26][CH:27]([C:28]([NH:16][C:11]3[CH:12]=[CH:13][CH:14]=[CH:15][C:10]=3[C:9]([NH:8][C:4]3[CH:5]=[CH:6][CH:7]=[C:2]([Cl:1])[CH:3]=3)=[O:17])=[O:29])[CH2:31][CH2:32]2)=[CH:20][CH:19]=1. Given the reactants [Cl:1][C:2]1[CH:3]=[C:4]([NH:8][C:9](=[O:17])[C:10]2[CH:15]=[CH:14][CH:13]=[CH:12][C:11]=2[NH2:16])[CH:5]=[CH:6][CH:7]=1.[N:18]1[CH:23]=[CH:22][C:21]([N:24]2[CH2:32][CH2:31][CH:27]([C:28](Cl)=[O:29])[CH2:26][CH2:25]2)=[CH:20][CH:19]=1, predict the reaction product. (5) Given the reactants [CH3:1][O:2][C:3]([C:5]1[S:6][C:7]([CH2:10][CH2:11][CH2:12][NH:13][CH2:14][CH2:15][CH2:16][C:17]2[CH:22]=[CH:21][CH:20]=[C:19]([Cl:23])[CH:18]=2)=[CH:8][CH:9]=1)=[O:4].C1CCC(N=C=NC2CCCCC2)CC1.[C:39](O)(=[O:46])[C:40]1[CH:45]=[CH:44][CH:43]=[N:42][CH:41]=1, predict the reaction product. The product is: [CH3:1][O:2][C:3]([C:5]1[S:6][C:7]([CH2:10][CH2:11][CH2:12][N:13]([CH2:14][CH2:15][CH2:16][C:17]2[CH:22]=[CH:21][CH:20]=[C:19]([Cl:23])[CH:18]=2)[C:39]([C:40]2[CH:41]=[N:42][CH:43]=[CH:44][CH:45]=2)=[O:46])=[CH:8][CH:9]=1)=[O:4]. (6) Given the reactants I[C:2]1[CH:7]=[CH:6][C:5]([O:8][CH3:9])=[CH:4][CH:3]=1.[C:10]1(B(O)O)[CH:15]=[CH:14][CH:13]=[CH:12][CH:11]=1.[OH-].[Na+], predict the reaction product. The product is: [CH3:9][O:8][C:5]1[CH:6]=[CH:7][C:2]([C:10]2[CH:15]=[CH:14][CH:13]=[CH:12][CH:11]=2)=[CH:3][CH:4]=1. (7) The product is: [OH:1][C:2]1[CH:7]=[CH:6][C:5]([CH2:8][CH2:9][C:10](=[O:25])[CH2:11][C:12](=[O:24])[CH2:13][CH2:14][C:15]2[CH:23]=[C:22]3[C:18]([CH:19]=[CH:20][NH:21]3)=[CH:17][CH:16]=2)=[CH:4][CH:3]=1. Given the reactants [OH:1][C:2]1[CH:7]=[CH:6][C:5](/[CH:8]=[CH:9]/[C:10](=[O:25])[CH2:11][C:12](=[O:24])/[CH:13]=[CH:14]/[C:15]2[CH:23]=[C:22]3[C:18]([CH:19]=[CH:20][NH:21]3)=[CH:17][CH:16]=2)=[CH:4][CH:3]=1.CN(C)C1C=CC(/C=C/C(=O)CC(=O)/C=C/C2C=CC(O)=C(OC)C=2)=CC=1, predict the reaction product.